Dataset: Forward reaction prediction with 1.9M reactions from USPTO patents (1976-2016). Task: Predict the product of the given reaction. Given the reactants [C:1]1([Li])[CH:6]=[CH:5][CH:4]=[CH:3][CH:2]=1.CCCCCC.Br[C:15]1[C:24]2[C:19](=[CH:20][C:21]([O:27][CH3:28])=[C:22]([O:25][CH3:26])[CH:23]=2)[C:18]([CH2:29][C:30]2[CH:35]=[CH:34][N:33]=[CH:32][CH:31]=2)=[N:17][N:16]=1.C1(P(C2C=CC=CC=2)C2C=CC=CC=2)C=CC=CC=1.[OH-].[Na+], predict the reaction product. The product is: [CH3:28][O:27][C:21]1[CH:20]=[C:19]2[C:24](=[CH:23][C:22]=1[O:25][CH3:26])[C:15]([C:1]1[CH:6]=[CH:5][CH:4]=[CH:3][CH:2]=1)=[N:16][N:17]=[C:18]2[CH2:29][C:30]1[CH:35]=[CH:34][N:33]=[CH:32][CH:31]=1.